This data is from Full USPTO retrosynthesis dataset with 1.9M reactions from patents (1976-2016). The task is: Predict the reactants needed to synthesize the given product. (1) Given the product [CH2:4]([O:6][CH:7]([O:10][CH2:11][CH3:12])[C:8]1[N:15]([CH3:14])[N:16]=[C:17]([CH2:18][CH3:19])[N:9]=1)[CH3:5], predict the reactants needed to synthesize it. The reactants are: C[O-].[Na+].[CH2:4]([O:6][CH:7]([O:10][CH2:11][CH3:12])[C:8]#[N:9])[CH3:5].Cl.[CH3:14][NH:15][N:16]=[C:17](N)[CH2:18][CH3:19].C([O-])(=O)C.[Na+]. (2) Given the product [CH3:12][O:13][C:14]1[CH:15]=[C:16]2[C:21](=[CH:22][C:23]=1[O:24][CH3:25])[CH2:20][N:19]([C:7]1[CH:8]=[CH:9][C:4]([C:3]([O:2][CH3:1])=[O:11])=[CH:5][N:6]=1)[CH2:18][CH2:17]2, predict the reactants needed to synthesize it. The reactants are: [CH3:1][O:2][C:3](=[O:11])[C:4]1[CH:9]=[CH:8][C:7](Cl)=[N:6][CH:5]=1.[CH3:12][O:13][C:14]1[CH:15]=[C:16]2[C:21](=[CH:22][C:23]=1[O:24][CH3:25])[CH2:20][NH:19][CH2:18][CH2:17]2.C(=O)([O-])[O-].[K+].[K+]. (3) Given the product [C:4]([C:6]1[C:7]([C:12]2[CH:17]=[C:16]([I:18])[CH:15]=[CH:14][C:13]=2[F:19])=[N:8][O:9][C:10]=1[CH3:11])([OH:5])=[O:3], predict the reactants needed to synthesize it. The reactants are: C([O:3][C:4]([C:6]1[C:7]([C:12]2[CH:17]=[C:16]([I:18])[CH:15]=[CH:14][C:13]=2[F:19])=[N:8][O:9][C:10]=1[CH3:11])=[O:5])C.[OH-].[Na+]. (4) Given the product [O:24]=[C:23]1[CH2:18][CH2:19][CH2:20][CH2:21][CH:22]1[N:14]1[CH2:13][CH2:12][C:11]2([C:10](=[O:17])[NH:9][CH2:8][CH:7]2[C:1]2[CH:2]=[CH:3][CH:4]=[CH:5][CH:6]=2)[CH2:16][CH2:15]1, predict the reactants needed to synthesize it. The reactants are: [C:1]1([CH:7]2[C:11]3([CH2:16][CH2:15][NH:14][CH2:13][CH2:12]3)[C:10](=[O:17])[NH:9][CH2:8]2)[CH:6]=[CH:5][CH:4]=[CH:3][CH:2]=1.[CH:18]12[O:24][CH:23]1[CH2:22][CH2:21][CH2:20][CH2:19]2.